The task is: Predict the product of the given reaction.. This data is from Forward reaction prediction with 1.9M reactions from USPTO patents (1976-2016). (1) Given the reactants [CH3:1][O:2][CH2:3][CH2:4][C:5]1[N:6]([CH2:31][CH2:32][CH2:33][N:34]2[CH2:38][CH2:37][CH2:36][C:35]2=[O:39])[C:7]2[C:16]3[CH:15]=[C:14]([CH:17]=[CH:18][N:19]4[C:27](=[O:28])[C:26]5[C:21](=[CH:22][CH:23]=[CH:24][CH:25]=5)[C:20]4=[O:29])[CH:13]=[CH:12][C:11]=3[N:10]=[CH:9][C:8]=2[N:30]=1, predict the reaction product. The product is: [CH3:1][O:2][CH2:3][CH2:4][C:5]1[N:6]([CH2:31][CH2:32][CH2:33][N:34]2[CH2:38][CH2:37][CH2:36][C:35]2=[O:39])[C:7]2[C:16]3[CH:15]=[C:14]([CH2:17][CH2:18][N:19]4[C:20](=[O:29])[C:21]5[C:26](=[CH:25][CH:24]=[CH:23][CH:22]=5)[C:27]4=[O:28])[CH:13]=[CH:12][C:11]=3[N:10]=[CH:9][C:8]=2[N:30]=1. (2) The product is: [C:9]([O:13][C:14]([N:16]1[CH2:17][CH:18]=[C:19]([O:22][S:30]([C:33]([F:36])([F:35])[F:34])(=[O:32])=[O:31])[CH2:20][CH2:21]1)=[O:15])([CH3:12])([CH3:10])[CH3:11]. Given the reactants C(NC(C)C)(C)C.[Li].[C:9]([O:13][C:14]([N:16]1[CH2:21][CH2:20][C:19](=[O:22])[CH2:18][CH2:17]1)=[O:15])([CH3:12])([CH3:11])[CH3:10].C1C=CC(N([S:30]([C:33]([F:36])([F:35])[F:34])(=[O:32])=[O:31])[S:30]([C:33]([F:36])([F:35])[F:34])(=[O:32])=[O:31])=CC=1, predict the reaction product. (3) Given the reactants [CH3:1][O:2][C:3](=[O:27])[CH2:4][C:5]1[CH:10]=[CH:9][CH:8]=[C:7]([O:11][C:12]2[CH:17]=[CH:16][C:15]([C:18]([F:21])([F:20])[F:19])=[CH:14][C:13]=2[CH:22](OC)[O:23]C)[CH:6]=1.Cl, predict the reaction product. The product is: [CH3:1][O:2][C:3](=[O:27])[CH2:4][C:5]1[CH:10]=[CH:9][CH:8]=[C:7]([O:11][C:12]2[CH:17]=[CH:16][C:15]([C:18]([F:19])([F:21])[F:20])=[CH:14][C:13]=2[CH:22]=[O:23])[CH:6]=1. (4) Given the reactants [C:1]([O:5][C:6]([N:8]1[CH2:12][CH:11]=[CH:10][CH2:9]1)=[O:7])([CH3:4])([CH3:3])[CH3:2].ClC1C=C(C=CC=1)C(OO)=[O:18].ClCCl, predict the reaction product. The product is: [C:1]([O:5][C:6]([N:8]1[CH2:12][CH:11]2[CH:10]([O:18]2)[CH2:9]1)=[O:7])([CH3:4])([CH3:2])[CH3:3]. (5) Given the reactants [CH2:1]1[C:10]2[C:5](=[CH:6][CH:7]=[CH:8][CH:9]=2)[CH2:4][CH2:3][N:2]1[C:11]1[N:12]=[C:13]([C:22]([N:24]2[CH2:29][CH2:28][CH2:27][CH2:26][CH2:25]2)=[O:23])[CH:14]=[C:15]2[C:19]([CH3:20])=[C:18]([CH3:21])[NH:17][C:16]=12.[ClH:30], predict the reaction product. The product is: [ClH:30].[CH2:1]1[C:10]2[C:5](=[CH:6][CH:7]=[CH:8][CH:9]=2)[CH2:4][CH2:3][N:2]1[C:11]1[N:12]=[C:13]([C:22]([N:24]2[CH2:29][CH2:28][CH2:27][CH2:26][CH2:25]2)=[O:23])[CH:14]=[C:15]2[C:19]([CH3:20])=[C:18]([CH3:21])[NH:17][C:16]=12. (6) Given the reactants Br[C:2]1[CH:3]=[N:4][N:5]([CH3:20])[C:6]=1[CH:7]1[CH2:12][CH2:11][CH2:10][N:9]([C:13]([O:15][C:16]([CH3:19])([CH3:18])[CH3:17])=[O:14])[CH2:8]1.[CH3:21][C:22]1[N:26]=[C:25]([C:27]2[N:28]=[C:29]3[N:39]([CH:40]=2)[CH2:38][CH2:37][O:36][C:35]2[C:30]3=[CH:31][CH:32]=[C:33](B(O)O)[CH:34]=2)[N:24]([CH:44]([CH3:46])[CH3:45])[N:23]=1.C([O-])([O-])=O.[K+].[K+], predict the reaction product. The product is: [C:16]([O:15]1[CH2:10][CH2:11][CH2:12][CH:7]([C:6]2[N:5]([CH3:20])[N:4]=[CH:3][C:2]=2[C:33]2[CH:34]=[C:35]3[C:30](=[CH:31][CH:32]=2)[C:29]2[N:39]([CH:40]=[C:27]([C:25]4[N:24]([CH:44]([CH3:45])[CH3:46])[N:23]=[C:22]([CH3:21])[N:26]=4)[N:28]=2)[CH2:38][CH2:37][O:36]3)[CH2:8][NH:9][C:13]1=[O:14])([CH3:19])([CH3:18])[CH3:17]. (7) Given the reactants [N+:1]([C:4]1[CH:12]=[CH:11][CH:10]=[C:9]2[C:5]=1[CH2:6][NH:7][C:8]2=[O:13])([O-])=O, predict the reaction product. The product is: [NH2:1][C:4]1[CH:12]=[CH:11][CH:10]=[C:9]2[C:5]=1[CH2:6][NH:7][C:8]2=[O:13].